This data is from NCI-60 drug combinations with 297,098 pairs across 59 cell lines. The task is: Regression. Given two drug SMILES strings and cell line genomic features, predict the synergy score measuring deviation from expected non-interaction effect. (1) Drug 1: CC1C(C(CC(O1)OC2CC(CC3=C2C(=C4C(=C3O)C(=O)C5=C(C4=O)C(=CC=C5)OC)O)(C(=O)CO)O)N)O. Drug 2: CN1C(=O)N2C=NC(=C2N=N1)C(=O)N. Cell line: NCIH23. Synergy scores: CSS=72.9, Synergy_ZIP=1.18, Synergy_Bliss=0.896, Synergy_Loewe=-1.02, Synergy_HSA=3.20. (2) Drug 1: C1=C(C(=O)NC(=O)N1)F. Drug 2: C1=CN(C(=O)N=C1N)C2C(C(C(O2)CO)O)O.Cl. Cell line: NCIH23. Synergy scores: CSS=53.0, Synergy_ZIP=-14.8, Synergy_Bliss=-12.4, Synergy_Loewe=-6.61, Synergy_HSA=-4.63. (3) Drug 1: CC1C(C(CC(O1)OC2CC(CC3=C2C(=C4C(=C3O)C(=O)C5=C(C4=O)C(=CC=C5)OC)O)(C(=O)CO)O)N)O.Cl. Drug 2: CC(C)NC(=O)C1=CC=C(C=C1)CNNC.Cl. Cell line: SN12C. Synergy scores: CSS=3.22, Synergy_ZIP=2.73, Synergy_Bliss=10.9, Synergy_Loewe=6.43, Synergy_HSA=6.28.